From a dataset of Reaction yield outcomes from USPTO patents with 853,638 reactions. Predict the reaction yield, written as a fraction of the theoretical maximum amount of product (1.0 means a 100% yield; for example, 0.34 means a 34% yield). (1) The reactants are [Br:1][C:2]1[C:3]([OH:14])=[C:4]([CH2:9][C:10]([O:12][CH3:13])=[O:11])[CH:5]=[C:6]([Br:8])[CH:7]=1.C(=O)([O-])[O-].[K+].[K+].[I-].[K+].[CH2:23](Br)[C:24]1[CH:29]=[CH:28][CH:27]=[CH:26][CH:25]=1. The catalyst is CC(C)=O. The product is [CH2:23]([O:14][C:3]1[C:2]([Br:1])=[CH:7][C:6]([Br:8])=[CH:5][C:4]=1[CH2:9][C:10]([O:12][CH3:13])=[O:11])[C:24]1[CH:29]=[CH:28][CH:27]=[CH:26][CH:25]=1. The yield is 0.950. (2) The reactants are Br[C:2]1[CH:7]=[CH:6][C:5](/[CH:8]=[CH:9]/[C:10]2[NH:11][CH:12]=[C:13]([C:15]3[CH:20]=[CH:19][C:18]([Cl:21])=[CH:17][C:16]=3[Cl:22])[N:14]=2)=[CH:4][CH:3]=1.[F:23][C:24]([F:36])([F:35])[O:25][C:26]1[CH:31]=[CH:30][C:29](B(O)O)=[CH:28][CH:27]=1. No catalyst specified. The product is [Cl:22][C:16]1[CH:17]=[C:18]([Cl:21])[CH:19]=[CH:20][C:15]=1[C:13]1[N:14]=[C:10](/[CH:9]=[CH:8]/[C:5]2[CH:6]=[CH:7][C:2]([C:29]3[CH:28]=[CH:27][C:26]([O:25][C:24]([F:23])([F:35])[F:36])=[CH:31][CH:30]=3)=[CH:3][CH:4]=2)[NH:11][CH:12]=1. The yield is 0.420. (3) The yield is 0.730. The catalyst is C(Cl)Cl.C1C=CC([P]([Pd]([P](C2C=CC=CC=2)(C2C=CC=CC=2)C2C=CC=CC=2)([P](C2C=CC=CC=2)(C2C=CC=CC=2)C2C=CC=CC=2)[P](C2C=CC=CC=2)(C2C=CC=CC=2)C2C=CC=CC=2)(C2C=CC=CC=2)C2C=CC=CC=2)=CC=1. The reactants are C(O[C:5](=[O:22])[NH:6][CH:7]1[CH2:11][C:10](=[O:12])[O:9][CH:8]1[O:13][CH2:14][CH2:15][C:16]1[CH:21]=[CH:20][CH:19]=[CH:18][CH:17]=1)C=C.CC1C2C(=CC=CC=2)C(C)=C2C=1C=CC1C2=CC=CC=1.[NH2:43][C:44]1[CH:64]=[CH:63][C:47]([C:48]([NH:50][CH:51]([CH3:62])[C:52]([N:54]2[CH2:58][CH2:57][CH2:56][CH:55]2C(O)=O)=[O:53])=[O:49])=[CH:46][C:45]=1[Cl:65].CCN(C(C)C)C(C)C.C1C=CC2N(O)N=NC=2C=1.C(Cl)CCl. The product is [O:12]=[C:10]1[O:9][CH:8]([O:13][CH2:14][CH2:15][C:16]2[CH:17]=[CH:18][CH:19]=[CH:20][CH:21]=2)[CH:7]([NH:6][C:5]([CH:55]2[CH2:56][CH2:57][CH2:58][N:54]2[C:52](=[O:53])[CH:51]([NH:50][C:48](=[O:49])[C:47]2[CH:63]=[CH:64][C:44]([NH2:43])=[C:45]([Cl:65])[CH:46]=2)[CH3:62])=[O:22])[CH2:11]1. (4) The reactants are [Cl:1][C:2]1[N:7]=[C:6]([CH3:8])[C:5]([CH2:9][C:10]([O:12][CH3:13])=[O:11])=[C:4]([C:14]2[CH:19]=[CH:18][CH:17]=[CH:16][CH:15]=2)[N:3]=1.[Li+].C[Si]([N-][Si](C)(C)C)(C)C.I[CH2:31][CH2:32][CH3:33]. The catalyst is CN(C=O)C. The product is [Cl:1][C:2]1[N:7]=[C:6]([CH3:8])[C:5]([CH:9]([CH2:31][CH2:32][CH3:33])[C:10]([O:12][CH3:13])=[O:11])=[C:4]([C:14]2[CH:19]=[CH:18][CH:17]=[CH:16][CH:15]=2)[N:3]=1. The yield is 0.250. (5) The reactants are [F:1][C:2]1[CH:3]=[C:4]([NH2:26])[C:5]([NH:9][CH:10]2[CH2:15][CH2:14][N:13]([C@H:16]3[CH2:21][CH2:20][C@H:19]([O:22][CH:23]([CH3:25])[CH3:24])[CH2:18][CH2:17]3)[CH2:12][CH2:11]2)=[CH:6][C:7]=1[CH3:8].C(N(C(C)C)CC)(C)C.[Cl:36][C:37](Cl)([O:39]C(=O)OC(Cl)(Cl)Cl)Cl.C([O-])(O)=O.[Na+]. The catalyst is ClCCl. The product is [ClH:36].[F:1][C:2]1[C:7]([CH3:8])=[CH:6][C:5]2[N:9]([CH:10]3[CH2:15][CH2:14][N:13]([C@H:16]4[CH2:21][CH2:20][C@H:19]([O:22][CH:23]([CH3:24])[CH3:25])[CH2:18][CH2:17]4)[CH2:12][CH2:11]3)[C:37](=[O:39])[NH:26][C:4]=2[CH:3]=1. The yield is 0.680. (6) The reactants are [C:1]1([CH2:7][NH:8][C:9]([CH:11]([C:17]([O:19]CC)=O)[C:12]([O:14][CH2:15][CH3:16])=[O:13])=[O:10])[CH:6]=[CH:5][CH:4]=[CH:3][CH:2]=1.[H-].[Na+].[Cl:24][C:25]1[CH:30]=[CH:29][C:28]([N:31]=[C:32]=[S:33])=[CH:27][CH:26]=1. The catalyst is O1CCOCC1.ClCCl. The product is [Cl:24][C:25]1[CH:30]=[CH:29][C:28]([N:31]2[C:17]([OH:19])=[C:11]([C:12]([O:14][CH2:15][CH3:16])=[O:13])[C:9](=[O:10])[N:8]([CH2:7][C:1]3[CH:2]=[CH:3][CH:4]=[CH:5][CH:6]=3)[C:32]2=[S:33])=[CH:27][CH:26]=1. The yield is 0.200. (7) The reactants are [OH:1][C:2]1[CH:3]=[CH:4][C:5]2[O:9][C:8](=[O:10])[NH:7][C:6]=2[CH:11]=1.N1C=CN=C1.Cl[Si:18]([C:21]([CH3:24])([CH3:23])[CH3:22])([CH3:20])[CH3:19]. The catalyst is CN(C)C=O. The product is [Si:18]([O:1][C:2]1[CH:3]=[CH:4][C:5]2[O:9][C:8](=[O:10])[NH:7][C:6]=2[CH:11]=1)([C:21]([CH3:24])([CH3:23])[CH3:22])([CH3:20])[CH3:19]. The yield is 0.870. (8) The reactants are OS(C(F)(F)F)(=O)=O.N1C=CN=CC=1.[N:15]1[CH:20]=[CH:19][CH:18]=[N:17][C:16]=1[N:21]1[CH2:26][CH2:25][NH:24][CH2:23][CH2:22]1.[CH3:27][C:28]1[C:29](=O)[NH:30][CH:31]=[C:32]([C:34]2[CH:39]=[CH:38][CH:37]=[CH:36][CH:35]=2)[N:33]=1.FC(F)(F)S(O)(=O)=O.[O-]S(C(F)(F)F)(=O)=O. The catalyst is CN(C1C=CN=CC=1)C.N1C=CC=CC=1.C(Cl)Cl.C(OCC)(=O)C. The product is [CH3:27][C:28]1[C:29]([N:24]2[CH2:25][CH2:26][N:21]([C:16]3[N:17]=[CH:18][CH:19]=[CH:20][N:15]=3)[CH2:22][CH2:23]2)=[N:30][CH:31]=[C:32]([C:34]2[CH:35]=[CH:36][CH:37]=[CH:38][CH:39]=2)[N:33]=1. The yield is 0.630. (9) The reactants are [O:1]=[S:2]1(=[O:33])[CH2:6][CH2:5][CH2:4][N:3]1[C:7]1[CH:12]=[CH:11][C:10]([C:13]23[CH2:32][CH:17]4[CH2:18][C:19]([NH:21]C(=O)OCC5C=CC=CC=5)([CH2:20]2)[CH:15]([CH2:16]4)[CH2:14]3)=[CH:9][CH:8]=1. The catalyst is CO.[Pd]. The product is [O:1]=[S:2]1(=[O:33])[CH2:6][CH2:5][CH2:4][N:3]1[C:7]1[CH:8]=[CH:9][C:10]([C:13]23[CH2:32][CH:17]4[CH2:16][CH:15]([CH2:14]2)[C:19]([NH2:21])([CH2:18]4)[CH2:20]3)=[CH:11][CH:12]=1. The yield is 0.850.